From a dataset of Forward reaction prediction with 1.9M reactions from USPTO patents (1976-2016). Predict the product of the given reaction. Given the reactants C(O)(C(F)(F)F)=O.C(OC(=O)[NH:14][C:15]1[C:24]2[C:19](=[CH:20][CH:21]=[CH:22][CH:23]=2)[C:18]([O:25][C:26]2[CH:31]=[CH:30][N:29]=[C:28]([NH:32][C:33]3[CH:38]=[C:37]([C:39](=[O:52])[NH:40][C@@H:41]([CH3:51])[CH2:42][O:43][CH2:44][CH2:45][O:46][CH2:47][CH2:48][O:49][CH3:50])[CH:36]=[C:35]([C:53]#[CH:54])[CH:34]=3)[CH:27]=2)=[CH:17][CH:16]=1)(C)(C)C, predict the reaction product. The product is: [NH2:14][C:15]1[C:24]2[C:19](=[CH:20][CH:21]=[CH:22][CH:23]=2)[C:18]([O:25][C:26]2[CH:31]=[CH:30][N:29]=[C:28]([NH:32][C:33]3[CH:38]=[C:37]([CH:36]=[C:35]([C:53]#[CH:54])[CH:34]=3)[C:39]([NH:40][C@@H:41]([CH3:51])[CH2:42][O:43][CH2:44][CH2:45][O:46][CH2:47][CH2:48][O:49][CH3:50])=[O:52])[CH:27]=2)=[CH:17][CH:16]=1.